This data is from Full USPTO retrosynthesis dataset with 1.9M reactions from patents (1976-2016). The task is: Predict the reactants needed to synthesize the given product. Given the product [Cl:11][C:5]1[CH:6]=[C:7]([C:8]([NH2:10])=[O:9])[C:2]([O:25][C:22]2[CH:21]=[CH:20][C:19]([O:12][C:13]3[CH:18]=[CH:17][CH:16]=[CH:15][CH:14]=3)=[CH:24][CH:23]=2)=[N:3][CH:4]=1, predict the reactants needed to synthesize it. The reactants are: Cl[C:2]1[C:7]([C:8]([NH2:10])=[O:9])=[CH:6][C:5]([Cl:11])=[CH:4][N:3]=1.[O:12]([C:19]1[CH:24]=[CH:23][C:22]([OH:25])=[CH:21][CH:20]=1)[C:13]1[CH:18]=[CH:17][CH:16]=[CH:15][CH:14]=1.C([O-])([O-])=O.[Cs+].[Cs+].